The task is: Regression/Classification. Given an antibody's heavy chain and light chain sequences, predict its developability. TAP uses regression for 5 developability metrics; SAbDab uses binary classification.. This data is from Antibody developability classification from SAbDab with 2,409 antibodies. (1) The antibody is ['VQLLEQSGAELVKPGASVKLSCTASGFNIEDSYIHWVKQRPEQGLEWIGRIDPEDGETKYAPKFQGKATITADTSSNTAYLHLRRLTSEDTAIYYCGRGAYYIKEDFWGQGTTLTVSS', 'LVMTQTPSSLSASLGERVSLTCRASQDIGNNLNWIQQKPDGTIKRLIYATSSLDSGVPKRFSGSRSGSDYSLTISSLESEDFADYYCLQHDTFPLTFGGGTKLEIK']. Result: 0 (not developable). (2) Result: 0 (not developable). The antibody is ['2atk', 'PROT_7E7F8549']. (3) The antibody is ['EVQLVESGPGLVKPLETLSLTCAVPGGSIRRNYWSWIRQPPGKGLEWIGHSYGSGGSTNYNPSLESRVTLSVDTSKNLFSLKLTSVTAADTAVYYCARTVWYYTSGTHYFDHWGQGVLVTVSS', 'QSVLTQPPSVSAAPGQKVTISCSGSSSNIGRSYVSWYQQVPGAAPKLLIYDTNKRPSGVSDRFSGSKSGSSASLAITGLQTGDEADYYCGAWDGSLNVHIFGSGTKLTVL']. Result: 0 (not developable). (4) The antibody is ['QAQLQQSGAELMKPGASVKISCKATGYTFSNYWIDWIKQRPGHGLEWIGEILPGSGSTNYNEKFRGKATFTADTSSNTAYMQLSSLTSEDSAVYYCTRRGYWAYDFDYWGQGTTLTVSS', 'DIQMTQTTSSLSASLGDRVTISCRASQDINNYLNWYQQKPDGTVKILIYYTSNLHSGVPSRFSGSGSGTDYSLTISNLEQEDIATYFCQQGNTLPRTFGGGTKLEIK']. Result: 1 (developable). (5) The antibody is ['EVKLQESGGGLVQPGGSLKLSCATSGFTFSDYYMYWVRQTPEKRLEWVAYISNGGGSTYYPDTVKGRFTISRDNAKNTLYLQMSRLKSEDTAMYYCARHGGYYAMDYWGQGTTVTVSS', 'DIVLTQSPSSLSASLGDTITITCHASQNINVWLSWYQQKPGNIPKLLIYKASNLHTGVPSRFSGSGSGTGFTLTISSLQPEDIATYYCQQGQSYPLTFGGGTKLEIK']. Result: 1 (developable). (6) Result: 1 (developable). The antibody is ['EVQLQESGPGLVKPSQSLSLTCTVTGYSITSDYAWNWLRQLPGNKLEWMGYISYSGRIRYNPSLKRRISITRDTSKNQFFLQLNSVTTEDTATYYCARSDYGNYGRGDYWGQGTSVTVSS', 'DIQMTQTTSSLSASLGDRVTISCRASQDISNYLNWYQQKPDGTVKLLIYYTSRLHSGVPSRFSGSGSGTDYSLTISNLDQDDIATYFCQQGTTLPPTFGGGTKLEIK']. (7) The antibody is ['EVQLVESGGGLVQPGGSLRLSCAASGFNVSSYSIHWVRQAPGKGLEWVAYISSSSGYTYYADSVKGRFTISADTSKNTAYLQMNSLRAEDTAVYYCARTWYYGFDYWGQGTLVTVSS', 'DIQMTQSPSSLSASVGDRVTITCRASQSVSSAVAWYQQKPGKAPKLLIYSASSLYSGVPSRFSGSRSGTDFTLTISSLQPEDFATYYCQQFKRQKEPITFGQGTKVEIK']. Result: 0 (not developable). (8) The antibody is ['EVQLQQSGAELVKPGASVKLSCTSSGFNNKDTFFQWVKQRPEEGLEWIGRIDPANGFTKYDPKFQGKATITVDTSSNTAYLQLNSLTSEDTALYYCTRWDTYGAAWFAYWGQGTLVTVSA', 'DIQMTQSPASLSASVGETVTITCRASGNIHNYLSWFQQKQGKSPQLLVYSAKTLADGVPSRFSGSGSGTQYSLKINSLQPEDFGTYYCQHFWSSIYTFGGGTKLEIK']. Result: 0 (not developable). (9) The antibody is ['EVKLVESGGGLVQSGGSLRLSCATSGFTFTDYYMSWVRQPPGKALEWLGFIRNKANGYTTEYSPSVKGRFTISRDNSQSILYLQMNTLRAEDSATYYCARDHDGYYERFSYWGQGTLVTVSA', 'PROT_3C89CF21']. Result: 1 (developable).